This data is from Full USPTO retrosynthesis dataset with 1.9M reactions from patents (1976-2016). The task is: Predict the reactants needed to synthesize the given product. (1) The reactants are: [OH-].[K+].BrC(Br)(F)F.[C:8]1([CH2:14][CH:15]([NH2:17])[CH3:16])[CH:13]=[CH:12][CH:11]=[CH:10][CH:9]=1. Given the product [C:8]1([CH2:14][C@H:15]([NH2:17])/[CH:16]=[CH:14]\[C:8]2[CH:13]=[CH:12][CH:11]=[CH:10][CH:9]=2)[CH:13]=[CH:12][CH:11]=[CH:10][CH:9]=1, predict the reactants needed to synthesize it. (2) Given the product [O:27]1[C:31]2[CH:30]=[C:5]([C:6]([O:8][CH3:9])=[O:7])[N:4]=[CH:1][C:2]=2[CH:29]=[CH:28]1, predict the reactants needed to synthesize it. The reactants are: [C:1]([NH:4][CH:5](P(OC)(OC)=O)[C:6]([O:8][CH3:9])=[O:7])(=O)[CH3:2].C1CCN2C(=NCCC2)CC1.[O:27]1[CH:31]=[CH:30][C:29](C=O)=[C:28]1C=O. (3) Given the product [CH2:10]([N:5]1[CH2:49][CH2:48][N:11]([C:14]2[N:13]=[C:12]([NH:11][C@H:7]3[CH2:8][CH2:9][CH2:10][N:5]([S:2]([CH3:1])(=[O:3])=[O:4])[CH2:6]3)[C:17]([C:18]3[N:19]=[C:20]4[CH:26]=[CH:25][NH:24][C:21]4=[N:22][CH:23]=3)=[CH:16][N:15]=2)[CH2:7][CH2:6]1)[CH3:9], predict the reactants needed to synthesize it. The reactants are: [CH3:1][S:2]([N:5]1[CH2:10][CH2:9][CH2:8][C@H:7]([NH:11][C:12]2[C:17]([C:18]3[N:19]=[C:20]4[CH:26]=[CH:25][N:24](COCC[Si](C)(C)C)[C:21]4=[N:22][CH:23]=3)=[CH:16][N:15]=[C:14](S(C)(=O)=O)[N:13]=2)[CH2:6]1)(=[O:4])=[O:3].CS(C)(=O)=O.O1[CH2:49][CH2:48]OCC1. (4) Given the product [CH2:16]([N:9]1[C:10]2=[N:11][CH:12]=[CH:13][CH:14]=[C:15]2[C:7]([C:5]2[CH:4]=[CH:3][N:30]=[C:28]([NH:27][C:23]3[CH:22]=[C:21]([OH:20])[CH:26]=[CH:25][CH:24]=3)[N:29]=2)=[CH:8]1)[CH3:17], predict the reactants needed to synthesize it. The reactants are: CN(C)/[CH:3]=[CH:4]/[C:5]([C:7]1[C:15]2[C:10](=[N:11][CH:12]=[CH:13][CH:14]=2)[N:9]([CH2:16][CH3:17])[CH:8]=1)=O.Cl.[OH:20][C:21]1[CH:22]=[C:23]([NH:27][C:28]([NH2:30])=[NH:29])[CH:24]=[CH:25][CH:26]=1. (5) The reactants are: [CH:1]1[C:10]2[C:5](=[CH:6][CH:7]=[CH:8][CH:9]=2)[CH:4]=[CH:3][C:2]=1[C:11]1[N:12]=[CH:13][N:14]([CH2:16][O:17][CH2:18][CH2:19][Si:20]([CH3:23])([CH3:22])[CH3:21])[CH:15]=1.[Li][CH2:25][CH2:26][CH2:27][CH3:28].CON(C)[C:32](=[O:38])[CH2:33][CH2:34][CH2:35][CH2:36]C.[OH2:40].[CH2:41]1[CH2:45][O:44]CC1. Given the product [CH2:27]([C:26]1([CH2:25][CH2:36][CH2:35][CH2:34][CH2:33][C:32]([C:13]2[N:14]([CH2:16][O:17][CH2:18][CH2:19][Si:20]([CH3:23])([CH3:22])[CH3:21])[CH:15]=[C:11]([C:2]3[CH:3]=[CH:4][C:5]4[C:10](=[CH:9][CH:8]=[CH:7][CH:6]=4)[CH:1]=3)[N:12]=2)=[O:38])[O:40][CH2:41][CH2:45][O:44]1)[CH3:28], predict the reactants needed to synthesize it. (6) The reactants are: Cl.[N:2]1[CH:7]=[CH:6][CH:5]=[C:4]([CH2:8]Cl)[CH:3]=1.[OH:10][C:11]1[CH:16]=[CH:15][C:14]([CH2:17][C:18]([O:20][CH3:21])=[O:19])=[CH:13][CH:12]=1.C([O-])([O-])=O.[K+].[K+].N1C=CC=C(CCl)C=1. Given the product [N:2]1[CH:7]=[CH:6][CH:5]=[C:4]([CH2:8][O:10][C:11]2[CH:12]=[CH:13][C:14]([CH2:17][C:18]([O:20][CH3:21])=[O:19])=[CH:15][CH:16]=2)[CH:3]=1, predict the reactants needed to synthesize it. (7) Given the product [NH2:31][C:21]1[C:22]2[C:26]3[CH:27]=[CH:28][CH:29]=[CH:30][C:25]=3[O:24][C:23]=2[C:18]([C:17]2[C:9]3[O:8][C:7]([N:1]4[CH2:6][CH2:5][O:4][CH2:3][CH2:2]4)=[CH:12][C:11](=[O:13])[C:10]=3[CH:14]=[CH:15][CH:16]=2)=[CH:19][CH:20]=1, predict the reactants needed to synthesize it. The reactants are: [N:1]1([C:7]2[O:8][C:9]3[C:17]([C:18]4[C:23]5[O:24][C:25]6[CH:30]=[CH:29][CH:28]=[CH:27][C:26]=6[C:22]=5[C:21]([N+:31]([O-])=O)=[CH:20][CH:19]=4)=[CH:16][CH:15]=[CH:14][C:10]=3[C:11](=[O:13])[CH:12]=2)[CH2:6][CH2:5][O:4][CH2:3][CH2:2]1. (8) Given the product [C:14]([C:13]1[N:9]2[C:10]([C:5]([N:4]([CH:1]3[CH2:2][CH2:3]3)[C:23](=[O:24])[O:22][C:19]([CH3:21])([CH3:20])[CH3:18])=[N:6][C:7]([S:16][CH3:17])=[N:8]2)=[N:11][CH:12]=1)#[N:15], predict the reactants needed to synthesize it. The reactants are: [CH:1]1([NH:4][C:5]2[C:10]3=[N:11][CH:12]=[C:13]([C:14]#[N:15])[N:9]3[N:8]=[C:7]([S:16][CH3:17])[N:6]=2)[CH2:3][CH2:2]1.[CH3:18][C:19]([O:22][C:23](O[C:23]([O:22][C:19]([CH3:21])([CH3:20])[CH3:18])=[O:24])=[O:24])([CH3:21])[CH3:20].[Li+].C[Si]([N-][Si](C)(C)C)(C)C.